From a dataset of Retrosynthesis with 50K atom-mapped reactions and 10 reaction types from USPTO. Predict the reactants needed to synthesize the given product. (1) Given the product Cc1cccc2cc3cccc(C(=O)NCCCN(C)CCCNc4n[n+]([O-])c5ccccc5[n+]4[O-])c3nc12, predict the reactants needed to synthesize it. The reactants are: CN(CCCN)CCCNc1n[n+]([O-])c2ccccc2[n+]1[O-].Cc1cccc2cc3cccc(C(=O)O)c3nc12. (2) Given the product Fc1ccc2c(c1)CCC1=C2CCCN1, predict the reactants needed to synthesize it. The reactants are: O=C1CCC2=C(CCc3cc(F)ccc32)N1. (3) The reactants are: CC(=O)c1ccc(C#N)s1. Given the product C[C@@H](O)c1ccc(C#N)s1, predict the reactants needed to synthesize it. (4) Given the product NNC(=O)CN1CCN(Cc2c(F)cccc2Cl)CC1, predict the reactants needed to synthesize it. The reactants are: CCOC(=O)CN1CCN(Cc2c(F)cccc2Cl)CC1.NN. (5) Given the product Fc1cc(F)c(Br)c(OCc2ccccc2)c1, predict the reactants needed to synthesize it. The reactants are: BrCc1ccccc1.Oc1cc(F)cc(F)c1Br.